The task is: Predict the product of the given reaction.. This data is from Forward reaction prediction with 1.9M reactions from USPTO patents (1976-2016). (1) Given the reactants [CH:1]1([CH:7]([NH:25][C:26]2[CH:34]=[CH:33][C:29]([C:30]([OH:32])=O)=[CH:28][CH:27]=2)[C:8]2[CH:12]=[C:11]([C:13]3[CH:18]=[CH:17][C:16]([C:19]([F:22])([F:21])[F:20])=[CH:15][CH:14]=3)[S:10][C:9]=2[CH2:23][CH3:24])[CH2:6][CH2:5][CH2:4][CH2:3][CH2:2]1.[CH3:35][NH:36][CH2:37][CH2:38][C:39]([O:41]CC)=[O:40], predict the reaction product. The product is: [CH:1]1([CH:7]([NH:25][C:26]2[CH:27]=[CH:28][C:29]([C:30]([N:36]([CH3:35])[CH2:37][CH2:38][C:39]([OH:41])=[O:40])=[O:32])=[CH:33][CH:34]=2)[C:8]2[CH:12]=[C:11]([C:13]3[CH:18]=[CH:17][C:16]([C:19]([F:21])([F:22])[F:20])=[CH:15][CH:14]=3)[S:10][C:9]=2[CH2:23][CH3:24])[CH2:2][CH2:3][CH2:4][CH2:5][CH2:6]1. (2) Given the reactants C1([O:6][C:7]2[C:12]([O:13][CH:14]([F:16])[F:15])=[CH:11][CH:10]=[CH:9][C:8]=2/[CH:17]=[CH:18]/[C:19]2[N:20]=[C:21]3[N:25]([C:26]=2[C:27]([O:29][CH2:30][CH3:31])=[O:28])[CH:24]=[CH:23][S:22]3)CCCC1.C1(OC2C(OC(F)F)=CC=CC=2/C=C/C2N=C3N(C=2C(O)=O)C=CS3)CCCC1.C(O)(=O)C.C([O-])(O)=O.[Na+], predict the reaction product. The product is: [F:16][CH:14]([F:15])[O:13][C:12]1[C:7]([OH:6])=[C:8](/[CH:17]=[CH:18]/[C:19]2[N:20]=[C:21]3[N:25]([C:26]=2[C:27]([O:29][CH2:30][CH3:31])=[O:28])[CH:24]=[CH:23][S:22]3)[CH:9]=[CH:10][CH:11]=1. (3) The product is: [F:14][CH:12]1[CH2:13][NH:8][CH:9]([CH2:15][NH:16][C:17](=[O:23])[O:18][C:19]([CH3:21])([CH3:20])[CH3:22])[CH2:10][CH2:11]1. Given the reactants C([N:8]1[CH:13]=[C:12]([F:14])[CH2:11][CH2:10][CH:9]1[CH2:15][NH:16][C:17](=[O:23])[O:18][C:19]([CH3:22])([CH3:21])[CH3:20])C1C=CC=CC=1, predict the reaction product. (4) Given the reactants Br[C:2]1[CH:3]=[N:4][C:5]2[C:10]([CH:11]=1)=[CH:9][CH:8]=[CH:7][CH:6]=2.[C:12]([O:16][C:17]([N:19]1[CH2:24][CH2:23][NH:22][CH2:21][CH2:20]1)=[O:18])([CH3:15])([CH3:14])[CH3:13], predict the reaction product. The product is: [C:12]([O:16][C:17]([N:19]1[CH2:24][CH2:23][N:22]([C:2]2[CH:3]=[N:4][C:5]3[C:10]([CH:11]=2)=[CH:9][CH:8]=[CH:7][CH:6]=3)[CH2:21][CH2:20]1)=[O:18])([CH3:15])([CH3:13])[CH3:14].